Task: Predict the product of the given reaction.. Dataset: Forward reaction prediction with 1.9M reactions from USPTO patents (1976-2016) (1) The product is: [OH:1][CH2:2][CH2:3][O:4][C:5]1[CH:6]=[C:7]([C:11]([C:31]2[CH:36]=[CH:35][CH:34]=[CH:33][CH:32]=2)([O:21][CH2:22][CH2:23][CH2:24][C:25]2[CH:30]=[CH:29][CH:28]=[CH:27][CH:26]=2)[C:12]2[CH:13]=[CH:14][C:15]([C:16]([N:56]3[C:52](=[O:58])[CH:53]=[CH:54][C:55]3=[O:57])=[O:17])=[CH:19][CH:20]=2)[CH:8]=[CH:9][CH:10]=1. Given the reactants [OH:1][CH2:2][CH2:3][O:4][C:5]1[CH:6]=[C:7]([C:11]([C:31]2[CH:36]=[CH:35][CH:34]=[CH:33][CH:32]=2)([O:21][CH2:22][CH2:23][CH2:24][C:25]2[CH:30]=[CH:29][CH:28]=[CH:27][CH:26]=2)[C:12]2[CH:20]=[CH:19][C:15]([C:16](O)=[O:17])=[CH:14][CH:13]=2)[CH:8]=[CH:9][CH:10]=1.C1(N=C=NC2CCCCC2)CCCCC1.[C:52]1(=[O:58])[NH:56][C:55](=[O:57])[CH:54]=[CH:53]1, predict the reaction product. (2) Given the reactants [C:1]1([CH:7]([CH3:9])[CH3:8])[CH:6]=[CH:5][CH:4]=[CH:3][CH:2]=1.[CH2:10]=[CH2:11], predict the reaction product. The product is: [C:7]([C:1]1[CH:6]=[CH:5][CH:4]=[CH:3][CH:2]=1)([CH2:10][CH3:11])([CH3:9])[CH3:8]. (3) Given the reactants [OH:1][C:2]1C=[C:4]([CH:8]=[CH:9][CH:10]=1)C(O)=O.[Br:11]Br.[C:13]([OH:16])(=[O:15])[CH3:14], predict the reaction product. The product is: [Br:11][C:9]1[CH:8]=[CH:4][C:14]([C:13]([OH:16])=[O:15])=[C:2]([OH:1])[CH:10]=1. (4) Given the reactants [F:1][C:2]1[CH:7]=[CH:6][C:5]([C:8](=O)[CH2:9][C:10](=O)[C:11]([O:13][CH2:14][CH3:15])=[O:12])=[CH:4][CH:3]=1.O.[NH2:19][NH2:20].Cl.CCCCCC, predict the reaction product. The product is: [F:1][C:2]1[CH:7]=[CH:6][C:5]([C:8]2[NH:20][N:19]=[C:10]([C:11]([O:13][CH2:14][CH3:15])=[O:12])[CH:9]=2)=[CH:4][CH:3]=1.